Task: Regression. Given a peptide amino acid sequence and an MHC pseudo amino acid sequence, predict their binding affinity value. This is MHC class II binding data.. Dataset: Peptide-MHC class II binding affinity with 134,281 pairs from IEDB The peptide sequence is KKTLRLPKMLETEIV. The MHC is DRB3_0101 with pseudo-sequence DRB3_0101. The binding affinity (normalized) is 0.